From a dataset of Reaction yield outcomes from USPTO patents with 853,638 reactions. Predict the reaction yield, written as a fraction of the theoretical maximum amount of product (1.0 means a 100% yield; for example, 0.34 means a 34% yield). (1) The reactants are [CH:1]([CH:4]1[CH:9]2[C:10]3[C:15]([C:16](=[O:17])[N:8]2[CH2:7][CH2:6][NH:5]1)=[C:14]([C:18]([F:21])([F:20])[F:19])[CH:13]=[CH:12][CH:11]=3)([CH3:3])[CH3:2].[C:22](O[C:22]([O:24][C:25]([CH3:28])([CH3:27])[CH3:26])=[O:23])([O:24][C:25]([CH3:28])([CH3:27])[CH3:26])=[O:23]. The catalyst is CN(C)C1C=CN=CC=1. The product is [C:25]([O:24][C:22]([N:5]1[CH2:6][CH2:7][N:8]2[C:16](=[O:17])[C:15]3[C:10]([CH:9]2[CH:4]1[CH:1]([CH3:3])[CH3:2])=[CH:11][CH:12]=[CH:13][C:14]=3[C:18]([F:20])([F:21])[F:19])=[O:23])([CH3:28])([CH3:27])[CH3:26]. The yield is 0.440. (2) The reactants are C([O:8][NH:9][C:10](=[O:38])[CH2:11][CH:12]([C:27]1[CH:32]=[CH:31][C:30]([O:33][CH3:34])=[C:29]([O:35][CH2:36][CH3:37])[CH:28]=1)[N:13]1[C:17](=[O:18])[C:16]2=[CH:19][C:20]([N+:23]([O-])=O)=[CH:21][CH:22]=[C:15]2[C:14]1=[O:26])C1C=CC=CC=1.C(OCC)(=O)C. The catalyst is C(OCC)(=O)C.CO.O1CCCC1.[OH-].[OH-].[Pd+2]. The product is [NH2:23][C:20]1[CH:19]=[C:16]2[C:17](=[O:18])[N:13]([CH:12]([C:27]3[CH:32]=[CH:31][C:30]([O:33][CH3:34])=[C:29]([O:35][CH2:36][CH3:37])[CH:28]=3)[CH2:11][C:10]([NH:9][OH:8])=[O:38])[C:14](=[O:26])[C:15]2=[CH:22][CH:21]=1. The yield is 1.00. (3) The reactants are [CH:1]1([NH2:4])[CH2:3][CH2:2]1.[CH3:5][C:6]1[O:10][N:9]=[C:8]([C:11]2[CH:16]=[CH:15][CH:14]=[CH:13][CH:12]=2)[C:7]=1[C:17]1[N:18]=[CH:19][N:20]([C:22]2[CH:23]=[C:24]([CH:28]=[CH:29][CH:30]=2)[C:25](O)=[O:26])[CH:21]=1. No catalyst specified. The product is [CH:1]1([NH:4][C:25](=[O:26])[C:24]2[CH:28]=[CH:29][CH:30]=[C:22]([N:20]3[CH:21]=[C:17]([C:7]4[C:8]([C:11]5[CH:16]=[CH:15][CH:14]=[CH:13][CH:12]=5)=[N:9][O:10][C:6]=4[CH3:5])[N:18]=[CH:19]3)[CH:23]=2)[CH2:3][CH2:2]1. The yield is 0.470. (4) The reactants are O=[C:2]1[CH2:10][C:9]2[C:4](=[CH:5]C=CC=2)[N:3]1C1CCN(C(OC(C)(C)C)=O)CC1.BrN1[C:29](=O)[CH2:28][CH2:27][C:26]1=[O:31].[C:32](#[N:34])C. The catalyst is ClCCl.O. The product is [O:31]1[CH2:26][CH2:27][CH:28]([N:34]2[CH2:5][CH:4]3[NH:3][CH:2]([CH2:10][CH2:9]3)[CH2:32]2)[CH2:29]1. The yield is 0.990. (5) The reactants are [O:1]=[C:2]1[CH:11]=[CH:10][C:9]2[C:4](=[CH:5][C:6]([C:12]#[N:13])=[CH:7][CH:8]=2)[N:3]1[CH2:14][CH:15]=O.[C:17]([O:21][C:22]([NH:24][CH:25]1[CH2:30][CH2:29][NH:28][CH2:27][CH2:26]1)=[O:23])([CH3:20])([CH3:19])[CH3:18].[BH-](OC(C)=O)(OC(C)=O)OC(C)=O.[Na+]. The catalyst is C(Cl)(Cl)Cl.CO. The product is [C:12]([C:6]1[CH:5]=[C:4]2[C:9]([CH:10]=[CH:11][C:2](=[O:1])[N:3]2[CH2:14][CH2:15][N:28]2[CH2:27][CH2:26][CH:25]([NH:24][C:22](=[O:23])[O:21][C:17]([CH3:19])([CH3:18])[CH3:20])[CH2:30][CH2:29]2)=[CH:8][CH:7]=1)#[N:13]. The yield is 0.980. (6) The reactants are [NH2:1][C:2]1[CH:15]=[CH:14][C:5]([CH2:6][N:7]2[C:11](=[O:12])[CH2:10][S:9][C:8]2=[O:13])=[CH:4][CH:3]=1.[C:16]1(B(O)O)[CH:21]=[CH:20][CH:19]=[CH:18][CH:17]=1.C(N(CC)CC)C. The catalyst is C([O-])(=O)C.[Cu+2].C([O-])(=O)C.ClCCl. The product is [C:16]1([NH:1][C:2]2[CH:15]=[CH:14][C:5]([CH2:6][N:7]3[C:11](=[O:12])[CH2:10][S:9][C:8]3=[O:13])=[CH:4][CH:3]=2)[CH:21]=[CH:20][CH:19]=[CH:18][CH:17]=1. The yield is 0.567. (7) The reactants are [CH3:1][C:2]1[O:3][C:4]2[CH:10]=[C:9]([C:11]([OH:13])=O)[CH:8]=[C:7]([O:14][CH2:15][C:16]3[CH:21]=[CH:20][CH:19]=[CH:18][C:17]=3[F:22])[C:5]=2[CH:6]=1.N[C:24]1[CH:29]=[CH:28][C:27]([C:30]([O:32][CH3:33])=[O:31])=[CH:26][N:25]=1.P(Cl)(Cl)(Cl)=O.O.N1C=CC=C[CH:41]=1. No catalyst specified. The product is [CH3:1][C:2]1[O:3][C:4]2[CH:10]=[C:9]([C:11](=[O:13])[NH:25][C:24]3[CH:41]=[CH:26][C:27]([C:30]([O:32][CH3:33])=[O:31])=[CH:28][CH:29]=3)[CH:8]=[C:7]([O:14][CH2:15][C:16]3[CH:21]=[CH:20][CH:19]=[CH:18][C:17]=3[F:22])[C:5]=2[CH:6]=1. The yield is 0.700.